This data is from Full USPTO retrosynthesis dataset with 1.9M reactions from patents (1976-2016). The task is: Predict the reactants needed to synthesize the given product. Given the product [CH2:13]([O:20][C:21]1[CH:29]=[CH:28][C:24]([C:25]([N:3]([CH3:4])[CH3:2])=[O:26])=[CH:23][C:22]=1[C:30]([NH:32][C:33]1[CH:38]=[C:37]([C:39]([F:42])([F:41])[F:40])[CH:36]=[C:35]([C:43]([F:46])([F:45])[F:44])[CH:34]=1)=[O:31])[C:14]1[CH:19]=[CH:18][CH:17]=[CH:16][CH:15]=1, predict the reactants needed to synthesize it. The reactants are: Cl.[CH3:2][N:3](C)[CH2:4]CCN=C=NCC.[CH2:13]([O:20][C:21]1[CH:29]=[CH:28][C:24]([C:25](O)=[O:26])=[CH:23][C:22]=1[C:30]([NH:32][C:33]1[CH:38]=[C:37]([C:39]([F:42])([F:41])[F:40])[CH:36]=[C:35]([C:43]([F:46])([F:45])[F:44])[CH:34]=1)=[O:31])[C:14]1[CH:19]=[CH:18][CH:17]=[CH:16][CH:15]=1.Cl.CNC.C(N(CC)CC)C.